This data is from Forward reaction prediction with 1.9M reactions from USPTO patents (1976-2016). The task is: Predict the product of the given reaction. (1) Given the reactants C(OC([N:8]([CH2:43][CH2:44][CH2:45][C:46]1[CH:51]=[CH:50][CH:49]=[CH:48][CH:47]=1)[CH2:9][CH2:10][CH2:11][O:12][C:13]1[C:14]([O:41][CH3:42])=[C:15]([C@@H:19]2[C:25]3[CH:26]=[C:27]([Cl:30])[CH:28]=[CH:29][C:24]=3[N:23]([CH2:31][C:32]([CH3:35])([CH3:34])[CH3:33])[C:22](=[O:36])[C@@H:21]([CH2:37][C:38](O)=[O:39])[O:20]2)[CH:16]=[CH:17][CH:18]=1)=O)(C)(C)C.[N:52]1([CH:58]2[CH2:63][CH2:62][NH:61][CH2:60][CH2:59]2)[CH2:57][CH2:56][CH2:55][CH2:54][CH2:53]1, predict the reaction product. The product is: [ClH:30].[ClH:30].[N:52]1([CH:58]2[CH2:63][CH2:62][N:61]([C:38](=[O:39])[CH2:37][C@H:21]3[O:20][C@H:19]([C:15]4[CH:16]=[CH:17][CH:18]=[C:13]([O:12][CH2:11][CH2:10][CH2:9][NH:8][CH2:43][CH2:44][CH2:45][C:46]5[CH:47]=[CH:48][CH:49]=[CH:50][CH:51]=5)[C:14]=4[O:41][CH3:42])[C:25]4[CH:26]=[C:27]([Cl:30])[CH:28]=[CH:29][C:24]=4[N:23]([CH2:31][C:32]([CH3:33])([CH3:34])[CH3:35])[C:22]3=[O:36])[CH2:60][CH2:59]2)[CH2:57][CH2:56][CH2:55][CH2:54][CH2:53]1. (2) Given the reactants [CH2:1]([O:8][C:9]1[C:10]([C:29]([OH:31])=O)=[N:11][C:12]([CH2:16][C:17]2([C:22]3[CH:27]=[CH:26][C:25]([Cl:28])=[CH:24][CH:23]=3)[CH2:21][CH2:20][CH2:19][CH2:18]2)=[N:13][C:14]=1[OH:15])[C:2]1[CH:7]=[CH:6][CH:5]=[CH:4][CH:3]=1.[Si:32]([O:39][CH2:40][CH2:41][NH:42][CH:43]([CH3:45])[CH3:44])([C:35]([CH3:38])([CH3:37])[CH3:36])([CH3:34])[CH3:33].[Si](OCCN(C)C(C1C(OCC2C=CC=CC=2)=C(O)N=C(CC2C=CC=CC=2C2C=CC=CC=2)N=1)=O)(C(C)(C)C)(C)C, predict the reaction product. The product is: [Si:32]([O:39][CH2:40][CH2:41][N:42]([CH:43]([CH3:45])[CH3:44])[C:29]([C:10]1[C:9]([O:8][CH2:1][C:2]2[CH:7]=[CH:6][CH:5]=[CH:4][CH:3]=2)=[C:14]([OH:15])[N:13]=[C:12]([CH2:16][C:17]2([C:22]3[CH:23]=[CH:24][C:25]([Cl:28])=[CH:26][CH:27]=3)[CH2:21][CH2:20][CH2:19][CH2:18]2)[N:11]=1)=[O:31])([C:35]([CH3:38])([CH3:37])[CH3:36])([CH3:34])[CH3:33]. (3) Given the reactants [N+:1]([C:4]1[CH:9]=[CH:8][CH:7]=[CH:6][C:5]=1[S:10](Cl)(=[O:12])=[O:11])([O-:3])=[O:2].C(N(CC)CC)C.[CH:21]1([NH2:27])[CH2:26][CH2:25][CH2:24][CH2:23][CH2:22]1, predict the reaction product. The product is: [CH:21]1([NH:27][S:10]([C:5]2[CH:6]=[CH:7][CH:8]=[CH:9][C:4]=2[N+:1]([O-:3])=[O:2])(=[O:12])=[O:11])[CH2:26][CH2:25][CH2:24][CH2:23][CH2:22]1. (4) Given the reactants [CH:1]1([C:4]([N:6]2[CH2:11][CH2:10][N:9]([C:12]([C:14]3[CH:15]=[C:16]([CH:20]4[C:29](=O)[C:28]5[C:27]([C:31]([O:33]C)=O)=[CH:26][CH:25]=[CH:24][C:23]=5[NH:22][CH:21]4[C:35]4[CH:40]=[CH:39][CH:38]=[CH:37][CH:36]=4)[CH:17]=[CH:18][CH:19]=3)=[O:13])[CH2:8][CH2:7]2)=[O:5])[CH2:3][CH2:2]1.O.[NH2:42][NH2:43], predict the reaction product. The product is: [CH:1]1([C:4]([N:6]2[CH2:11][CH2:10][N:9]([C:12]([C:14]3[CH:15]=[C:16]([CH:20]4[C:29]5=[N:42][NH:43][C:31](=[O:33])[C:27]6[CH:26]=[CH:25][CH:24]=[C:23]([C:28]=65)[NH:22][CH:21]4[C:35]4[CH:40]=[CH:39][CH:38]=[CH:37][CH:36]=4)[CH:17]=[CH:18][CH:19]=3)=[O:13])[CH2:8][CH2:7]2)=[O:5])[CH2:2][CH2:3]1. (5) Given the reactants [CH3:1][O:2][C:3]1[CH:4]=[C:5]([N:12]2[CH2:17][CH2:16][C:15](=O)[CH2:14][CH2:13]2)[CH:6]=[CH:7][C:8]=1[N+:9]([O-:11])=[O:10].[NH:19]1[CH2:24][CH2:23][CH2:22][CH:21]([OH:25])[CH2:20]1.C(O)(=O)C.C(N(CC)CC)C.C(O[BH-](OC(=O)C)OC(=O)C)(=O)C.C(=O)(O)[O-].[Na+], predict the reaction product. The product is: [CH3:1][O:2][C:3]1[CH:4]=[C:5]([N:12]2[CH2:17][CH2:16][CH:15]([N:19]3[CH2:24][CH2:23][CH2:22][CH:21]([OH:25])[CH2:20]3)[CH2:14][CH2:13]2)[CH:6]=[CH:7][C:8]=1[N+:9]([O-:11])=[O:10]. (6) The product is: [Br:17][CH2:2][C@H:3]([N:5]1[C:13](=[O:14])[C:12]2[C:7](=[CH:8][CH:9]=[CH:10][CH:11]=2)[C:6]1=[O:15])[CH3:4]. Given the reactants O[CH2:2][C@H:3]([N:5]1[C:13](=[O:14])[C:12]2[C:7](=[CH:8][CH:9]=[CH:10][CH:11]=2)[C:6]1=[O:15])[CH3:4].P(Br)(Br)[Br:17], predict the reaction product. (7) Given the reactants [CH:1]([NH:4][C:5]([C:7]1[C:15]2[C:10](=[N:11][CH:12]=[C:13]([O:16][C:17]3[CH:25]=[C:24]4[C:20]([CH:21]=[CH:22][NH:23]4)=[CH:19][CH:18]=3)[N:14]=2)[N:9](COCC[Si](C)(C)C)[CH:8]=1)=[O:6])([CH3:3])[CH3:2].FC(F)(F)C(O)=O, predict the reaction product. The product is: [CH:1]([NH:4][C:5]([C:7]1[C:15]2[C:10](=[N:11][CH:12]=[C:13]([O:16][C:17]3[CH:25]=[C:24]4[C:20]([CH:21]=[CH:22][NH:23]4)=[CH:19][CH:18]=3)[N:14]=2)[NH:9][CH:8]=1)=[O:6])([CH3:3])[CH3:2].